Task: Predict the product of the given reaction.. Dataset: Forward reaction prediction with 1.9M reactions from USPTO patents (1976-2016) (1) Given the reactants C(=O)=O.C[O:5][C:6]([C:8]1[C:9]([CH2:25][CH2:26][O:27][CH3:28])=[N:10][C:11]([C:15]2[CH:20]=[CH:19][C:18]([C:21]([F:24])([F:23])[F:22])=[CH:17][CH:16]=2)=[N:12][C:13]=1[CH3:14])=O.CC(C[AlH]CC(C)C)C, predict the reaction product. The product is: [CH3:28][O:27][CH2:26][CH2:25][C:9]1[C:8]([CH2:6][OH:5])=[C:13]([CH3:14])[N:12]=[C:11]([C:15]2[CH:20]=[CH:19][C:18]([C:21]([F:24])([F:23])[F:22])=[CH:17][CH:16]=2)[N:10]=1. (2) Given the reactants [O:1]=[C:2]1[CH:7]([N:8]2[CH2:16][C:15]3[C:10](=[CH:11][CH:12]=[C:13]([CH2:17][NH:18][C:19]([C:21]4[CH:30]=[C:29]5[C:24]([CH2:25][CH2:26][N:27](C(OC(C)(C)C)=O)[CH2:28]5)=[CH:23][CH:22]=4)=[O:20])[CH:14]=3)[C:9]2=[O:38])[CH2:6][CH2:5][C:4](=[O:39])[NH:3]1.Cl, predict the reaction product. The product is: [O:1]=[C:2]1[CH:7]([N:8]2[CH2:16][C:15]3[C:10](=[CH:11][CH:12]=[C:13]([CH2:17][NH:18][C:19]([C:21]4[CH:30]=[C:29]5[C:24]([CH2:25][CH2:26][NH:27][CH2:28]5)=[CH:23][CH:22]=4)=[O:20])[CH:14]=3)[C:9]2=[O:38])[CH2:6][CH2:5][C:4](=[O:39])[NH:3]1. (3) Given the reactants [OH-].[Na+].C[O:4][C:5](=[O:32])[C:6]1[CH:11]=[CH:10][CH:9]=[C:8]([C:12]2[C:21]3[C:16](=[CH:17][C:18]([O:27][CH2:28][CH3:29])=[C:19]4[O:24][C:23]([CH3:26])([CH3:25])[CH2:22][C:20]4=3)[CH2:15][C:14]([CH3:31])([CH3:30])[N:13]=2)[CH:7]=1.[ClH:33], predict the reaction product. The product is: [ClH:33].[CH2:28]([O:27][C:18]1[CH:17]=[C:16]2[C:21](=[C:20]3[CH2:22][C:23]([CH3:26])([CH3:25])[O:24][C:19]=13)[C:12]([C:8]1[CH:7]=[C:6]([CH:11]=[CH:10][CH:9]=1)[C:5]([OH:32])=[O:4])=[N:13][C:14]([CH3:30])([CH3:31])[CH2:15]2)[CH3:29]. (4) Given the reactants C([N:20]1[CH:24]=[C:23]([CH2:25][NH2:26])[N:22]=[CH:21]1)(C1C=CC=CC=1)(C1C=CC=CC=1)C1C=CC=CC=1.C(N(C(C)C)CC)(C)C.[Cl:36][C:37]1[N:42]=[C:41]([NH:43][C:44]2[CH:49]=[CH:48][C:47]([F:50])=[CH:46][CH:45]=2)[N:40]=[C:39]([NH:51][C:52]2[CH:57]=[CH:56][CH:55]=[CH:54][CH:53]=2)[N:38]=1.C(OC(=O)C)C.Cl, predict the reaction product. The product is: [ClH:36].[F:50][C:47]1[CH:46]=[CH:45][C:44]([NH:43][C:41]2[N:42]=[C:37]([NH:26][CH2:25][C:23]3[N:22]=[CH:21][NH:20][CH:24]=3)[N:38]=[C:39]([NH:51][C:52]3[CH:57]=[CH:56][CH:55]=[CH:54][CH:53]=3)[N:40]=2)=[CH:49][CH:48]=1. (5) Given the reactants [NH2:1][CH2:2][C:3]1[C:4](=[N:9][NH:10][C:11]2[CH:16]=[CH:15][C:14]([F:17])=[C:13]([F:18])[CH:12]=2)[C:5]([NH2:8])=[N:6][N:7]=1.C([N:21]([CH2:24][CH3:25])[CH2:22]C)C.Br[CH2:27][C:28]1[CH:29]=[N:30][CH:31]=[CH:32][CH:33]=1.C(O[CH2:38][CH3:39])(=O)C.[CH3:40]N(C=O)C, predict the reaction product. The product is: [N:30]1[CH:31]=[CH:32][CH:33]=[C:28]([CH2:27][N:1]([CH2:2][C:3]2[C:4](=[N:9][NH:10][C:11]3[CH:16]=[CH:15][C:14]([F:17])=[C:13]([F:18])[CH:12]=3)[C:5]([NH2:8])=[N:6][N:7]=2)[CH2:40][C:25]2[CH:24]=[N:21][CH:22]=[CH:38][CH:39]=2)[CH:29]=1. (6) Given the reactants [C:1]([N:4]1[C:13]2[C:8](=[CH:9][C:10]([C:14]([O:16][CH2:17][CH3:18])=[O:15])=[CH:11][CH:12]=2)[C@H:7]([NH2:19])[C@@H:6]([CH3:20])[C@@H:5]1[CH:21]1[CH2:23][CH2:22]1)(=[O:3])[CH3:2].Cl[C:25]1[CH:30]=[CH:29][N:28]=[C:27]([CH3:31])[N:26]=1.CCN(C(C)C)C(C)C, predict the reaction product. The product is: [C:1]([N:4]1[C:13]2[C:8](=[CH:9][C:10]([C:14]([O:16][CH2:17][CH3:18])=[O:15])=[CH:11][CH:12]=2)[C@H:7]([NH:19][C:25]2[CH:30]=[CH:29][N:28]=[C:27]([CH3:31])[N:26]=2)[C@@H:6]([CH3:20])[C@@H:5]1[CH:21]1[CH2:22][CH2:23]1)(=[O:3])[CH3:2]. (7) Given the reactants [CH3:1][C:2]1[C:3]([CH:12]=[O:13])=[CH:4][C:5]2[O:10][CH2:9][CH2:8][O:7][C:6]=2[CH:11]=1.[Mn]([O-])(=O)(=O)=[O:15].[K+].[OH-].[K+], predict the reaction product. The product is: [CH3:1][C:2]1[C:3]([C:12]([OH:15])=[O:13])=[CH:4][C:5]2[O:10][CH2:9][CH2:8][O:7][C:6]=2[CH:11]=1. (8) Given the reactants C1COCC1.[F:6][C:7]1[CH:12]=[CH:11][C:10]([Mg]Br)=[CH:9][CH:8]=1.[CH2:15]([C:19]1[CH:24]=[CH:23][C:22](Cl)=[CH:21][CH:20]=1)[CH2:16][CH2:17][CH3:18].[Cl-].C(C1C=CC=C(C(C)C)C=1[NH+]1CCN(C2C(C(C)C)=CC=CC=2C(C)C)C1)(C)C, predict the reaction product. The product is: [CH2:15]([C:19]1[CH:24]=[CH:23][C:22]([C:10]2[CH:11]=[CH:12][C:7]([F:6])=[CH:8][CH:9]=2)=[CH:21][CH:20]=1)[CH2:16][CH2:17][CH3:18].